This data is from NCI-60 drug combinations with 297,098 pairs across 59 cell lines. The task is: Regression. Given two drug SMILES strings and cell line genomic features, predict the synergy score measuring deviation from expected non-interaction effect. Synergy scores: CSS=9.72, Synergy_ZIP=0.379, Synergy_Bliss=3.68, Synergy_Loewe=1.67, Synergy_HSA=2.86. Drug 2: CC1=C(C=C(C=C1)NC2=NC=CC(=N2)N(C)C3=CC4=NN(C(=C4C=C3)C)C)S(=O)(=O)N.Cl. Drug 1: CC12CCC(CC1=CCC3C2CCC4(C3CC=C4C5=CN=CC=C5)C)O. Cell line: NCI-H522.